From a dataset of Retrosynthesis with 50K atom-mapped reactions and 10 reaction types from USPTO. Predict the reactants needed to synthesize the given product. (1) Given the product C=CCN(CCC(=O)O)C(=O)OCc1ccccc1, predict the reactants needed to synthesize it. The reactants are: C=CCBr.O=C(O)CCNC(=O)OCc1ccccc1. (2) Given the product CC1(C)CC2(CCCN(C3CCN(C(=O)c4cc(N5CCC(O)CC5)nc5ccccc45)CC3)C2)C(=O)O1, predict the reactants needed to synthesize it. The reactants are: CC1(C)CC2(CCCN(C3CCN(C(=O)c4cc(Cl)nc5ccccc45)CC3)C2)C(=O)O1.OC1CCNCC1. (3) Given the product Cc1cnoc1C(=O)N(Cc1cc(=O)[nH]c2c(F)cccc12)c1cccc(Cl)c1, predict the reactants needed to synthesize it. The reactants are: Cc1cnoc1C(=O)O.O=c1cc(CNc2cccc(Cl)c2)c2cccc(F)c2[nH]1. (4) Given the product COC1(C)CCN(c2c(-c3ccc(OCCc4ccc(F)cc4)cc3)c(C)nc(C)c2[C@H](OC(C)(C)C)C(=O)OC(C)C)CC1, predict the reactants needed to synthesize it. The reactants are: CN1CC(=O)OB(c2ccc(OCCc3ccc(F)cc3)cc2)OC(=O)C1.COC1(C)CCN(c2c(Br)c(C)nc(C)c2[C@H](OC(C)(C)C)C(=O)OC(C)C)CC1. (5) Given the product CCCc1c(C(=O)NCc2ccc3cc(OCC(=O)O)ccc3c2)cnn1-c1ccccc1, predict the reactants needed to synthesize it. The reactants are: CCCc1c(C(=O)NCc2ccc3cc(OCC(=O)OC)ccc3c2)cnn1-c1ccccc1. (6) The reactants are: CC(COc1ccc(C#N)cc1)NC(=O)[C@@H](NC(=O)OC(C)(C)C)C(C)C. Given the product CC(COc1ccc(C#N)cc1)NC(=O)[C@@H](N)C(C)C, predict the reactants needed to synthesize it. (7) Given the product O=C1Nc2cccc(I)c2/C1=C/c1ccc[nH]1, predict the reactants needed to synthesize it. The reactants are: O=C1Cc2c(I)cccc2N1.O=Cc1ccc[nH]1. (8) Given the product C[C@@H](c1ccccc1)[N+](C)(C)[C@@H](C)c1cccc(O)c1, predict the reactants needed to synthesize it. The reactants are: COc1cccc([C@H](C)[N+](C)(C)[C@@H](C)c2ccccc2)c1. (9) Given the product COc1ncnc(Cn2cc(C(=O)NCCF)c3ncccc32)c1C, predict the reactants needed to synthesize it. The reactants are: COc1ncnc(Cn2cc(C(=O)O)c3ncccc32)c1C.NCCF.